Task: Regression. Given a peptide amino acid sequence and an MHC pseudo amino acid sequence, predict their binding affinity value. This is MHC class I binding data.. Dataset: Peptide-MHC class I binding affinity with 185,985 pairs from IEDB/IMGT (1) The peptide sequence is ILDGENCTL. The MHC is HLA-A02:01 with pseudo-sequence HLA-A02:01. The binding affinity (normalized) is 0.664. (2) The peptide sequence is ATLVNSHEI. The MHC is H-2-Kb with pseudo-sequence H-2-Kb. The binding affinity (normalized) is 0.464.